Dataset: Full USPTO retrosynthesis dataset with 1.9M reactions from patents (1976-2016). Task: Predict the reactants needed to synthesize the given product. (1) Given the product [O:24]=[S:9]1(=[O:23])[CH:10]([CH2:18][CH2:19][CH2:20][NH:21][CH3:22])[CH2:11][C:12]2[CH:17]=[CH:16][CH:15]=[CH:14][C:13]=2[N:8]1[C:3]1[CH:4]=[CH:5][CH:6]=[CH:7][N:38]=1, predict the reactants needed to synthesize it. The reactants are: FC1[CH:7]=[CH:6][CH:5]=[CH:4][C:3]=1[N:8]1[C:13]2[CH:14]=[CH:15][CH:16]=[CH:17][C:12]=2[CH2:11][CH:10]([CH2:18][CH2:19][CH2:20][NH:21][CH3:22])[S:9]1(=[O:24])=[O:23].BrC1C=CC=CC=1CCS(Cl)(=O)=O.[NH2:38]C1C=CC=CN=1.CN(C)CC. (2) Given the product [F:29][C:24]1[C:23]([C:21]2[CH:20]=[CH:19][C:18]([O:30][CH3:31])=[C:17]([CH:22]=2)[CH2:16][N:15]([CH:12]2[CH2:11][CH2:10][CH:9]([NH:7][CH3:6])[CH2:14][CH2:13]2)[C:39]([C:38]2[S:37][C:36]3[C:42]([F:47])=[CH:43][CH:44]=[C:45]([F:46])[C:35]=3[C:34]=2[Cl:33])=[O:40])=[CH:28][CH:27]=[CH:26][N:25]=1, predict the reactants needed to synthesize it. The reactants are: C(O[C:6](=O)[N:7]([CH:9]1[CH2:14][CH2:13][CH:12]([NH:15][CH2:16][C:17]2[CH:22]=[C:21]([C:23]3[C:24]([F:29])=[N:25][CH:26]=[CH:27][CH:28]=3)[CH:20]=[CH:19][C:18]=2[O:30][CH3:31])[CH2:11][CH2:10]1)C)(C)(C)C.[Cl:33][C:34]1[C:35]2[C:45]([F:46])=[CH:44][CH:43]=[C:42]([F:47])[C:36]=2[S:37][C:38]=1[C:39](Cl)=[O:40].